The task is: Predict the reactants needed to synthesize the given product.. This data is from Full USPTO retrosynthesis dataset with 1.9M reactions from patents (1976-2016). (1) Given the product [OH:22][C:17]1[CH:18]=[CH:19][C:20]([C:13]2([C:1]3[CH:2]=[CH:3][C:17]([OH:22])=[C:16]([CH3:21])[CH:15]=3)[C:5]3[CH:4]=[CH:9][CH:8]=[CH:7][C:6]=3[C:11]3[C:12]2=[CH:18][CH:19]=[CH:20][CH:10]=3)=[CH:21][C:16]=1[CH3:15], predict the reactants needed to synthesize it. The reactants are: [C:1]1(=O)[C:13]2[C:5]([C:6]3[C:11]([CH:12]=2)=[CH:10][CH:9]=[CH:8][CH:7]=3)=[CH:4][CH:3]=[CH:2]1.[CH3:15][C:16]1[CH:21]=[CH:20][CH:19]=[CH:18][C:17]=1[OH:22]. (2) Given the product [CH3:1][C:2]1[CH:7]=[C:6]([CH3:8])[CH:5]=[CH:4][C:3]=1[CH:9]1[N:14]([C:24]([O:23][C:20]([CH3:22])([CH3:21])[CH3:19])=[O:25])[CH2:13][CH2:12][N:11]2[C:15](=[O:18])[CH2:16][CH2:17][CH:10]12, predict the reactants needed to synthesize it. The reactants are: [CH3:1][C:2]1[CH:7]=[C:6]([CH3:8])[CH:5]=[CH:4][C:3]=1[CH:9]1[NH:14][CH2:13][CH2:12][N:11]2[C:15](=[O:18])[CH2:16][CH2:17][CH:10]12.[CH3:19][C:20]([O:23][C:24](O[C:24]([O:23][C:20]([CH3:22])([CH3:21])[CH3:19])=[O:25])=[O:25])([CH3:22])[CH3:21].CN(C)CCN.[NH4+].[Cl-]. (3) The reactants are: [C:1]([O:5][C:6](=[O:29])[NH:7][C:8]1(/[CH:16]=[CH:17]/[C:18]2[CH:23]=[CH:22][C:21]([OH:24])=[C:20]([C:25]([F:28])([F:27])[F:26])[CH:19]=2)[CH2:13][O:12][C:11]([CH3:15])([CH3:14])[O:10][CH2:9]1)([CH3:4])([CH3:3])[CH3:2].C(=O)([O-])[O-].[K+].[K+].Br[CH2:37][CH2:38][CH2:39][C:40]1[CH:45]=[CH:44][CH:43]=[C:42]([CH3:46])[CH:41]=1.O. Given the product [C:1]([O:5][C:6](=[O:29])[NH:7][C:8]1(/[CH:16]=[CH:17]/[C:18]2[CH:23]=[CH:22][C:21]([O:24][CH2:37][CH2:38][CH2:39][C:40]3[CH:45]=[CH:44][CH:43]=[C:42]([CH3:46])[CH:41]=3)=[C:20]([C:25]([F:28])([F:26])[F:27])[CH:19]=2)[CH2:13][O:12][C:11]([CH3:15])([CH3:14])[O:10][CH2:9]1)([CH3:2])([CH3:3])[CH3:4], predict the reactants needed to synthesize it. (4) Given the product [CH3:12][C:7]1([CH3:13])[O:8][C:9]2=[CH:10][C:11]3[C:17]([CH3:18])=[CH:15][CH:14]=[N:1][C:2]=3[CH:3]=[C:4]2[CH:5]=[CH:6]1, predict the reactants needed to synthesize it. The reactants are: [NH2:1][C:2]1[CH:3]=[C:4]2[C:9](=[CH:10][CH:11]=1)[O:8][C:7]([CH3:13])([CH3:12])[CH:6]=[CH:5]2.[CH3:14][C:15]([CH:17]=[CH2:18])=O.[N+](C1C=C(S(O)(=O)=O)C=CC=1)([O-])=O.Cl. (5) Given the product [CH2:1]([O:3][C:4]([C:6]1[O:10][N:9]=[C:8]([C:11]2[CH:12]=[CH:13][C:14]([S:17]([CH3:20])(=[O:19])=[O:18])=[CH:15][CH:16]=2)[C:7]=1[NH2:21])=[O:5])[CH3:2], predict the reactants needed to synthesize it. The reactants are: [CH2:1]([O:3][C:4]([C:6]1[O:10][N:9]=[C:8]([C:11]2[CH:16]=[CH:15][C:14]([S:17]([CH3:20])(=[O:19])=[O:18])=[CH:13][CH:12]=2)[C:7]=1[N+:21]([O-])=O)=[O:5])[CH3:2].C(OCC)(=O)C. (6) Given the product [Cl:1][C:2]1[CH:3]=[CH:4][C:5]([C:8]2[CH2:13][C:12]([CH3:14])([CH3:15])[CH2:11][CH2:10][C:9]=2[CH:16]([OH:17])[CH3:18])=[CH:6][CH:7]=1, predict the reactants needed to synthesize it. The reactants are: [Cl:1][C:2]1[CH:7]=[CH:6][C:5]([C:8]2[CH2:13][C:12]([CH3:15])([CH3:14])[CH2:11][CH2:10][C:9]=2[CH:16]=[O:17])=[CH:4][CH:3]=1.[CH3:18][Mg]Cl.